From a dataset of Catalyst prediction with 721,799 reactions and 888 catalyst types from USPTO. Predict which catalyst facilitates the given reaction. Reactant: [F:1][C:2]([F:20])([F:19])[C:3]1[CH:8]=[CH:7][C:6]([CH:9]([NH:11][C:12]([N:14]2[CH2:17][CH:16]([NH2:18])[CH2:15]2)=[O:13])[CH3:10])=[CH:5][CH:4]=1.[CH3:21][C:22]1[CH:27]=[CH:26][CH:25]=[CH:24][C:23]=1[CH2:28][C:29](=O)[CH3:30].C([BH3-])#N.[Na+].N. Product: [F:20][C:2]([F:19])([F:1])[C:3]1[CH:4]=[CH:5][C:6]([CH:9]([NH:11][C:12]([N:14]2[CH2:15][CH:16]([NH:18][CH:29]([CH3:30])[CH2:28][C:23]3[CH:24]=[CH:25][CH:26]=[CH:27][C:22]=3[CH3:21])[CH2:17]2)=[O:13])[CH3:10])=[CH:7][CH:8]=1. The catalyst class is: 404.